Dataset: Forward reaction prediction with 1.9M reactions from USPTO patents (1976-2016). Task: Predict the product of the given reaction. (1) Given the reactants O=P12OP3(OP(OP(O3)(O1)=O)(=O)O2)=O.[C:15]([C:19]1[CH:24]=[CH:23][CH:22]=[CH:21][CH:20]=1)(=[O:18])[CH2:16]C.[C:25]1(=O)[CH2:30][CH2:29][CH2:28][CH:27]=[CH:26]1.F[C:33](F)(F)S(O)(=O)=O, predict the reaction product. The product is: [CH3:33][C:23]1[CH:22]2[CH2:21][CH2:20][CH:19]([C:24]=1[C:25]1[CH:30]=[CH:29][CH:28]=[CH:27][CH:26]=1)[C:15](=[O:18])[CH2:16]2. (2) Given the reactants [CH3:1][C:2]1[C:7]([C:8]([OH:10])=[O:9])=[CH:6][CH:5]=[CH:4][N:3]=1.[I-].[Cs+].C(=O)([O-])[O-].[Cs+].[Cs+].[NH2:19][C:20](=[O:63])[C:21]([CH3:62])([CH3:61])[CH2:22][NH:23][C:24]([C@H:26]([CH:58]([CH3:60])[CH3:59])[CH2:27][C@@H:28]1[O:32][CH2:31][N:30]([C:33]([O:35][CH2:36]Cl)=[O:34])[C@H:29]1[CH2:38][C@H:39]([CH2:43][C:44]1[CH:49]=[CH:48][C:47]([O:50][CH3:51])=[C:46]([O:52][CH2:53][CH2:54][CH2:55][O:56][CH3:57])[CH:45]=1)[CH:40]([CH3:42])[CH3:41])=[O:25], predict the reaction product. The product is: [NH2:19][C:20](=[O:63])[C:21]([CH3:61])([CH3:62])[CH2:22][NH:23][C:24]([C@H:26]([CH:58]([CH3:59])[CH3:60])[CH2:27][C@@H:28]1[O:32][CH2:31][N:30]([C:33]([O:35][CH2:36][O:9][C:8]([C:7]2[C:2]([CH3:1])=[N:3][CH:4]=[CH:5][CH:6]=2)=[O:10])=[O:34])[C@H:29]1[CH2:38][C@H:39]([CH2:43][C:44]1[CH:49]=[CH:48][C:47]([O:50][CH3:51])=[C:46]([O:52][CH2:53][CH2:54][CH2:55][O:56][CH3:57])[CH:45]=1)[CH:40]([CH3:41])[CH3:42])=[O:25]. (3) Given the reactants S(Cl)(Cl)=O.CN(C=O)C.[CH2:10]([C:12]1[N:13]([C:26]2[CH:31]=[CH:30][CH:29]=[CH:28][CH:27]=2)[N:14]=[C:15]2[C:24]=1[C:23]1[CH:22]=[CH:21][CH:20]=[CH:19][C:18]=1[NH:17][C:16]2=O)[CH3:11].[Cl:32]CCl, predict the reaction product. The product is: [Cl:32][C:16]1[C:15]2=[N:14][N:13]([C:26]3[CH:31]=[CH:30][CH:29]=[CH:28][CH:27]=3)[C:12]([CH2:10][CH3:11])=[C:24]2[C:23]2[CH:22]=[CH:21][CH:20]=[CH:19][C:18]=2[N:17]=1. (4) The product is: [ClH:25].[CH3:1][CH:2]1[CH2:8][CH2:7][NH:6][CH2:5][C:4]2[CH:9]=[CH:10][C:11]([N:13]3[CH2:18][CH2:17][O:16][CH2:15][CH2:14]3)=[N:12][C:3]1=2. Given the reactants [CH3:1][CH:2]1[CH2:8][CH2:7][NH:6][CH2:5][C:4]2[CH:9]=[CH:10][C:11]([N:13]3[CH2:18][CH2:17][O:16][CH2:15][CH2:14]3)=[N:12][C:3]1=2.C(OCC)(=O)C.[ClH:25], predict the reaction product. (5) Given the reactants [CH3:1][O:2][C:3](=[O:29])[CH:4]([C:12]1[N:16]2[CH:17]=[C:18]([CH3:21])[CH:19]=[CH:20][C:15]2=[N:14][C:13]=1[C:22]1[CH:27]=[CH:26][C:25]([CH3:28])=[CH:24][CH:23]=1)[CH2:5][CH2:6][CH:7]1OCC[O:8]1.Cl, predict the reaction product. The product is: [CH3:1][O:2][C:3](=[O:29])[CH:4]([C:12]1[N:16]2[CH:17]=[C:18]([CH3:21])[CH:19]=[CH:20][C:15]2=[N:14][C:13]=1[C:22]1[CH:27]=[CH:26][C:25]([CH3:28])=[CH:24][CH:23]=1)[CH2:5][CH2:6][CH:7]=[O:8]. (6) Given the reactants [Cl:1][C:2]1[CH:3]=[C:4]([C:9]([OH:16])([CH2:13][O:14][CH3:15])[CH2:10][C:11]#[N:12])[CH:5]=[CH:6][C:7]=1[Cl:8].[H-].[Al+3].[Li+].[H-].[H-].[H-], predict the reaction product. The product is: [NH2:12][CH2:11][CH2:10][C:9]([C:4]1[CH:5]=[CH:6][C:7]([Cl:8])=[C:2]([Cl:1])[CH:3]=1)([OH:16])[CH2:13][O:14][CH3:15].